From a dataset of Reaction yield outcomes from USPTO patents with 853,638 reactions. Predict the reaction yield, written as a fraction of the theoretical maximum amount of product (1.0 means a 100% yield; for example, 0.34 means a 34% yield). The yield is 0.795. The catalyst is C(Cl)Cl.CCO.CC(O)=O. The product is [CH2:1]([O:8][CH2:9][C:10]1[N:32]=[C:33]([NH2:35])[N:34]=[C:12]([NH2:13])[C:11]=1[C:14]1[CH:15]=[CH:16][C:17]([N+:20]([O-:22])=[O:21])=[CH:18][CH:19]=1)[C:2]1[CH:3]=[CH:4][CH:5]=[CH:6][CH:7]=1. The reactants are [CH2:1]([O:8][CH2:9][C:10](=O)[CH:11]([C:14]1[CH:19]=[CH:18][C:17]([N+:20]([O-:22])=[O:21])=[CH:16][CH:15]=1)[C:12]#[N:13])[C:2]1[CH:7]=[CH:6][CH:5]=[CH:4][CH:3]=1.[Si](C=[N+]=[N-])(C)(C)C.Cl.[NH2:32][C:33]([NH2:35])=[NH:34].CC[O-].[Na+].NC(N)=N.